Dataset: Peptide-MHC class I binding affinity with 185,985 pairs from IEDB/IMGT. Task: Regression. Given a peptide amino acid sequence and an MHC pseudo amino acid sequence, predict their binding affinity value. This is MHC class I binding data. (1) The peptide sequence is GIPYCNYSK. The MHC is HLA-A31:01 with pseudo-sequence HLA-A31:01. The binding affinity (normalized) is 0.00974. (2) The peptide sequence is LADVCNWTY. The MHC is HLA-A26:01 with pseudo-sequence HLA-A26:01. The binding affinity (normalized) is 0.0847. (3) The MHC is HLA-A26:01 with pseudo-sequence HLA-A26:01. The binding affinity (normalized) is 0. The peptide sequence is LVESGGGL. (4) The MHC is HLA-A02:06 with pseudo-sequence HLA-A02:06. The peptide sequence is SILSLETVKM. The binding affinity (normalized) is 0.381. (5) The peptide sequence is IVNRNRQGY. The MHC is HLA-B58:01 with pseudo-sequence HLA-B58:01. The binding affinity (normalized) is 0.0963. (6) The peptide sequence is FPPEGVSIW. The MHC is Mamu-B17 with pseudo-sequence Mamu-B17. The binding affinity (normalized) is 0.329. (7) The peptide sequence is PLVAGGLLTV. The MHC is HLA-A02:03 with pseudo-sequence HLA-A02:03. The binding affinity (normalized) is 0.671. (8) The peptide sequence is CVLEAMAFL. The MHC is HLA-A26:01 with pseudo-sequence HLA-A26:01. The binding affinity (normalized) is 0.0847. (9) The peptide sequence is ETDQMDTIY. The MHC is HLA-B07:02 with pseudo-sequence HLA-B07:02. The binding affinity (normalized) is 0.213.